Dataset: Forward reaction prediction with 1.9M reactions from USPTO patents (1976-2016). Task: Predict the product of the given reaction. The product is: [CH2:18]([C@H:17]([NH:16][C:14]([NH:13][C:5]1[C:6]([CH:10]([CH3:11])[CH3:12])=[CH:7][CH:8]=[CH:9][C:4]=1[CH:1]([CH3:2])[CH3:3])=[O:15])[C:25]([N:36]1[CH2:37][CH2:38][CH:33]([C:31]([O:30][CH2:28][CH3:29])=[O:32])[CH2:34][CH2:35]1)=[O:27])[C:19]1[CH:20]=[CH:21][CH:22]=[CH:23][CH:24]=1. Given the reactants [CH:1]([C:4]1[CH:9]=[CH:8][CH:7]=[C:6]([CH:10]([CH3:12])[CH3:11])[C:5]=1[N:13]=[C:14]=[O:15])([CH3:3])[CH3:2].[NH2:16][C@H:17]([C:25]([OH:27])=O)[CH2:18][C:19]1[CH:24]=[CH:23][CH:22]=[CH:21][CH:20]=1.[CH2:28]([O:30][C:31]([CH:33]1[CH2:38][CH2:37][NH:36][CH2:35][CH2:34]1)=[O:32])[CH3:29], predict the reaction product.